From a dataset of Reaction yield outcomes from USPTO patents with 853,638 reactions. Predict the reaction yield, written as a fraction of the theoretical maximum amount of product (1.0 means a 100% yield; for example, 0.34 means a 34% yield). (1) The reactants are [CH3:1][C:2]1[O:6][N:5]=[C:4]([C:7]2[CH:12]=[CH:11][CH:10]=[CH:9][CH:8]=2)[C:3]=1[C:13]1[CH:18]=[CH:17][C:16]([OH:19])=[CH:15][CH:14]=1.[H-].[Na+].Br[CH2:23][CH2:24][O:25][CH:26]1[CH2:31][CH2:30][CH2:29][CH2:28][O:27]1.C(OCC)(=O)C. The catalyst is CN(C=O)C. The product is [CH3:1][C:2]1[O:6][N:5]=[C:4]([C:7]2[CH:8]=[CH:9][CH:10]=[CH:11][CH:12]=2)[C:3]=1[C:13]1[CH:14]=[CH:15][C:16]([O:19][CH2:23][CH2:24][O:25][CH:26]2[CH2:31][CH2:30][CH2:29][CH2:28][O:27]2)=[CH:17][CH:18]=1. The yield is 0.620. (2) The reactants are C(OC([N:8]1[CH2:13][CH2:12][CH:11]([CH2:14][O:15][C:16]2[CH:17]=[C:18]3[C:23](=[CH:24][C:25]=2[O:26][CH3:27])[N:22]=[CH:21][N:20]=[C:19]3[O:28][C:29]2[C:30]([F:38])=[C:31]3[C:35](=[CH:36][CH:37]=2)[NH:34][CH:33]=[CH:32]3)[CH2:10][CH2:9]1)=O)(C)(C)C.Cl. The catalyst is O1CCOCC1. The product is [F:38][C:30]1[C:29]([O:28][C:19]2[C:18]3[C:23](=[CH:24][C:25]([O:26][CH3:27])=[C:16]([O:15][CH2:14][CH:11]4[CH2:12][CH2:13][NH:8][CH2:9][CH2:10]4)[CH:17]=3)[N:22]=[CH:21][N:20]=2)=[CH:37][CH:36]=[C:35]2[C:31]=1[CH:32]=[CH:33][NH:34]2. The yield is 0.660. (3) The reactants are F[C:2]1[C:11]2[CH2:10][NH:9][C:8](=[O:12])[NH:7][C:6]=2[N:5]=[CH:4][CH:3]=1.[OH:13][C:14]1[CH:15]=[CH:16][C:17]2[O:21][C@@H:20]3[C@@H:22]([C:23]([O:25][CH2:26][CH3:27])=[O:24])[C@@H:19]3[C:18]=2[CH:28]=1.Cl.N[C@H]1[C@H]2[C@@H]1OC1C=CC(OC3C=CN=C4C=3CCC(=O)N4)=CC=12.CC(C)([O-])C.[K+]. The catalyst is CN(C=O)C. The product is [O:12]=[C:8]1[NH:7][C:6]2[N:5]=[CH:4][CH:3]=[C:2]([O:13][C:14]3[CH:15]=[CH:16][C:17]4[O:21][C@@H:20]5[C@@H:22]([C:23]([O:25][CH2:26][CH3:27])=[O:24])[C@@H:19]5[C:18]=4[CH:28]=3)[C:11]=2[CH2:10][NH:9]1. The yield is 1.00. (4) The product is [C:15]([N:14]1[CH:13]([C:24]#[N:25])[CH2:12][N:11]2[CH:18]=[C:8]([C:6]3[CH:5]=[CH:4][CH:3]=[C:2]([CH3:1])[N:7]=3)[N:9]=[C:10]12)(=[O:17])[CH3:16]. The yield is 0.560. No catalyst specified. The reactants are [CH3:1][C:2]1[N:7]=[C:6]([C:8]2[N:9]=[C:10]3[N:14]([C:15](=[O:17])[CH3:16])[CH2:13][CH2:12][N:11]3[CH:18]=2)[CH:5]=[CH:4][CH:3]=1.CC1[N:25]=[C:24](C2NC(NC(=O)C)=NC=2)C=CC=1.C(OC(=O)C(Br)CBr)C. (5) The product is [CH:1]1([CH2:6][C@H:7]([CH2:8][C:9](=[O:11])[NH:45][O:44][CH2:43][C:37]2[CH:42]=[CH:41][CH:40]=[CH:39][CH:38]=2)[C:12]([N:14]2[C@H:18]([C:19]([NH:21][C:22]3[CH:27]=[CH:26][C:25]([F:28])=[CH:24][N:23]=3)=[O:20])[CH2:17][CH:16]=[N:15]2)=[O:13])[CH2:5][CH2:4][CH2:3][CH2:2]1. The reactants are [CH:1]1([CH2:6][C@@H:7]([C:12]([N:14]2[CH:18]([C:19]([NH:21][C:22]3[CH:27]=[CH:26][C:25]([F:28])=[CH:24][N:23]=3)=[O:20])[CH2:17][CH:16]=[N:15]2)=[O:13])[CH2:8][C:9]([OH:11])=O)[CH2:5][CH2:4][CH2:3][CH2:2]1.CN1CCOCC1.Cl.[C:37]1([CH2:43][O:44][NH2:45])[CH:42]=[CH:41][CH:40]=[CH:39][CH:38]=1.C(Cl)CCl.N1C2C(=NC=CC=2)N(O)N=1. The catalyst is ClCCl. The yield is 0.390. (6) The reactants are [C:1]([O:5][C:6]([C:8]1[C:9](=[O:28])[NH:10][C:11]2[C:16]([C:17]=1[C:18]1[CH:23]=[CH:22][CH:21]=[C:20]([CH:24]([CH3:26])[CH3:25])[CH:19]=1)=[CH:15][C:14]([Cl:27])=[CH:13][CH:12]=2)=[O:7])([CH3:4])([CH3:3])[CH3:2].[H-].[Na+].C1C=CC(N([S:38]([C:41]([F:44])([F:43])[F:42])(=[O:40])=[O:39])[S:38]([C:41]([F:44])([F:43])[F:42])(=[O:40])=[O:39])=CC=1. The catalyst is CN(C=O)C. The product is [C:1]([O:5][C:6]([C:8]1[C:9]([O:28][S:38]([C:41]([F:44])([F:43])[F:42])(=[O:40])=[O:39])=[N:10][C:11]2[C:16]([C:17]=1[C:18]1[CH:23]=[CH:22][CH:21]=[C:20]([CH:24]([CH3:25])[CH3:26])[CH:19]=1)=[CH:15][C:14]([Cl:27])=[CH:13][CH:12]=2)=[O:7])([CH3:2])([CH3:4])[CH3:3]. The yield is 0.630. (7) The product is [NH2:15][C:12]1[CH:13]=[CH:14][C:9]([O:8][C@H:7]2[CH2:6][CH2:5][N:4]([C:22]([O:24][C:25]([CH3:28])([CH3:27])[CH3:26])=[O:23])[CH2:3][C@@H:2]2[F:1])=[C:10]([C:18]([F:21])([F:19])[F:20])[CH:11]=1. The catalyst is CCO.[Pd]. The reactants are [F:1][C@@H:2]1[C@@H:7]([O:8][C:9]2[CH:14]=[CH:13][C:12]([N+:15]([O-])=O)=[CH:11][C:10]=2[C:18]([F:21])([F:20])[F:19])[CH2:6][CH2:5][N:4]([C:22]([O:24][C:25]([CH3:28])([CH3:27])[CH3:26])=[O:23])[CH2:3]1. The yield is 0.640.